This data is from Full USPTO retrosynthesis dataset with 1.9M reactions from patents (1976-2016). The task is: Predict the reactants needed to synthesize the given product. (1) Given the product [N:1]1[CH:6]=[CH:5][CH:4]=[C:3]([C:11]2[N:12]=[CH:13][C:14]([NH2:17])=[N:15][CH:16]=2)[CH:2]=1, predict the reactants needed to synthesize it. The reactants are: [N:1]1[CH:6]=[CH:5][CH:4]=[C:3](B(O)O)[CH:2]=1.Br[C:11]1[N:12]=[CH:13][C:14]([NH2:17])=[N:15][CH:16]=1.C(=O)([O-])[O-].[Na+].[Na+].O. (2) Given the product [CH3:22][S:19]([C:16]1[CH:17]=[CH:18][C:13]([CH2:12][N:8]2[CH2:7][CH:6]3[CH2:23][O:24][CH2:25][CH2:26][N:5]3[C:4]3[N:3]=[C:2]([C:35]4[CH:36]=[C:37]5[NH:43][CH:42]=[CH:41][C:38]5=[N:39][CH:40]=4)[N:11]=[CH:10][C:9]2=3)=[CH:14][CH:15]=1)(=[O:21])=[O:20], predict the reactants needed to synthesize it. The reactants are: Cl[C:2]1[N:11]=[CH:10][C:9]2[N:8]([CH2:12][C:13]3[CH:18]=[CH:17][C:16]([S:19]([CH3:22])(=[O:21])=[O:20])=[CH:15][CH:14]=3)[CH2:7][CH:6]3[CH2:23][O:24][CH2:25][CH2:26][N:5]3[C:4]=2[N:3]=1.CC1(C)C(C)(C)OB([C:35]2[CH:36]=[C:37]3[NH:43][CH:42]=[CH:41][C:38]3=[N:39][CH:40]=2)O1.